Predict the reaction yield, written as a fraction of the theoretical maximum amount of product (1.0 means a 100% yield; for example, 0.34 means a 34% yield). From a dataset of Reaction yield outcomes from USPTO patents with 853,638 reactions. The reactants are [CH3:1][O:2][C:3]1[CH:4]=[C:5]2[C:10](=[CH:11][CH:12]=1)[N:9]=[CH:8][CH:7]=[CH:6]2.[OH:13]O. The catalyst is C(O)(=O)C. The product is [CH3:1][O:2][C:3]1[CH:4]=[C:5]2[C:10](=[CH:11][CH:12]=1)[N+:9]([O-:13])=[CH:8][CH:7]=[CH:6]2. The yield is 0.820.